Dataset: Catalyst prediction with 721,799 reactions and 888 catalyst types from USPTO. Task: Predict which catalyst facilitates the given reaction. (1) Reactant: Cl[CH2:2][C:3]1[NH:12][C:11](=[O:13])[C:10]2[C:5](=[CH:6][CH:7]=[CH:8][CH:9]=2)[N:4]=1.[N:14]1([C:20]2[N:25]=[CH:24][CH:23]=[CH:22][N:21]=2)[CH2:19][CH2:18][NH:17][CH2:16][CH2:15]1.C(N(CC)CC)C.O. Product: [N:21]1[CH:22]=[CH:23][CH:24]=[N:25][C:20]=1[N:14]1[CH2:19][CH2:18][N:17]([CH2:2][C:3]2[NH:4][C:5]3[C:10]([C:11](=[O:13])[N:12]=2)=[CH:9][CH:8]=[CH:7][CH:6]=3)[CH2:16][CH2:15]1. The catalyst class is: 3. (2) Reactant: FC(F)(F)C(O)=O.[F:8][C:9]1[C:14]([C:15]#[N:16])=[C:13]([CH3:17])[C:12]([C@H:18]2[O:23][CH2:22][C@@H:21]3[CH2:24][NH:25][CH2:26][CH2:27][N:20]3[CH2:19]2)=[CH:11][CH:10]=1.C1C=CC2N(O)N=NC=2C=1.[N:38]1([C:43]2[CH:44]=[CH:45][C:46]([CH2:49][C:50](O)=[O:51])=[N:47][CH:48]=2)[CH:42]=[N:41][N:40]=[N:39]1.C(Cl)CCl.[Cl-].[Na+].O.C([O-])(O)=O.[Na+]. Product: [N:38]1([C:43]2[CH:44]=[CH:45][C:46]([CH2:49][C:50]([N:25]3[CH2:26][CH2:27][N:20]4[C@H:21]([CH2:22][O:23][C@H:18]([C:12]5[C:13]([CH3:17])=[C:14]([C:9]([F:8])=[CH:10][CH:11]=5)[C:15]#[N:16])[CH2:19]4)[CH2:24]3)=[O:51])=[N:47][CH:48]=2)[CH:42]=[N:41][N:40]=[N:39]1. The catalyst class is: 2. (3) Reactant: [C:1]([CH:5]1[CH2:17][CH2:16][C:8]2([O:12][N:11]=[C:10]([C:13]([OH:15])=O)[CH2:9]2)[CH2:7][CH2:6]1)([CH3:4])([CH3:3])[CH3:2].[NH2:18][C:19]1[CH:24]=[CH:23][C:22]([NH:25][S:26]([CH3:29])(=[O:28])=[O:27])=[C:21]([F:30])[CH:20]=1. Product: [F:30][C:21]1[CH:20]=[C:19]([NH:18][C:13]([C:10]2[CH2:9][C:8]3([CH2:7][CH2:6][CH:5]([C:1]([CH3:2])([CH3:3])[CH3:4])[CH2:17][CH2:16]3)[O:12][N:11]=2)=[O:15])[CH:24]=[CH:23][C:22]=1[NH:25][S:26]([CH3:29])(=[O:28])=[O:27]. The catalyst class is: 1. (4) Reactant: [CH:1]1[C:11]2[CH2:10][C:9]3([CH2:15][CH2:14][CH:13]([N:16]4[CH2:21][CH2:20][CH:19]=[C:18]([C:22]([O:24]C)=[O:23])[CH2:17]4)[CH2:12]3)[C:8]3[CH:26]=[CH:27][CH:28]=[CH:29][C:7]=3[O:6][C:5]=2[CH:4]=[CH:3][CH:2]=1.O.[OH-].[Li+]. Product: [CH:1]1[C:11]2[CH2:10][C:9]3([CH2:15][CH2:14][CH:13]([N:16]4[CH2:21][CH2:20][CH:19]=[C:18]([C:22]([OH:24])=[O:23])[CH2:17]4)[CH2:12]3)[C:8]3[CH:26]=[CH:27][CH:28]=[CH:29][C:7]=3[O:6][C:5]=2[CH:4]=[CH:3][CH:2]=1. The catalyst class is: 5. (5) Reactant: C(Cl)(Cl)Cl.[CH2:5]([O:12][C:13]1[CH:22]=[CH:21][C:20]2[N+:19]([O-])=[CH:18][C:17]3[N:24]=[C:25]([CH2:28][CH3:29])[N:26]([CH3:27])[C:16]=3[C:15]=2[CH:14]=1)[C:6]1[CH:11]=[CH:10][CH:9]=[CH:8][CH:7]=1.ClC(Cl)(Cl)C([N:34]=C=O)=O.C[O-].[Na+]. Product: [CH2:5]([O:12][C:13]1[CH:22]=[CH:21][C:20]2[N:19]=[C:18]([NH2:34])[C:17]3[N:24]=[C:25]([CH2:28][CH3:29])[N:26]([CH3:27])[C:16]=3[C:15]=2[CH:14]=1)[C:6]1[CH:11]=[CH:10][CH:9]=[CH:8][CH:7]=1. The catalyst class is: 98. (6) Reactant: [Si]([O:8][C@H:9]([C:25]1[CH:30]=[CH:29][C:28]([OH:31])=[C:27]([CH2:32][OH:33])[CH:26]=1)[CH2:10][NH:11][C:12]([CH3:24])([CH3:23])[CH2:13][C:14]1[CH:15]=[C:16]([CH:20]=[CH:21][CH:22]=1)[C:17]([OH:19])=O)(C(C)(C)C)(C)C.CN(C(ON1N=NC2C1=CC=CC=2)=[N+](C)C)C.F[P-](F)(F)(F)(F)F.[CH2:58]([O:60][C:61]1[CH:69]=[CH:68][C:64]([CH2:65][CH2:66][NH2:67])=[CH:63][C:62]=1[O:70][CH3:71])[CH3:59].F.F.F.C(N(CC)CC)C. Product: [CH2:58]([O:60][C:61]1[CH:69]=[CH:68][C:64]([CH2:65][CH2:66][NH:67][C:17](=[O:19])[C:16]2[CH:20]=[CH:21][CH:22]=[C:14]([CH2:13][C:12]([NH:11][CH2:10][C@H:9]([OH:8])[C:25]3[CH:30]=[CH:29][C:28]([OH:31])=[C:27]([CH2:32][OH:33])[CH:26]=3)([CH3:24])[CH3:23])[CH:15]=2)=[CH:63][C:62]=1[O:70][CH3:71])[CH3:59]. The catalyst class is: 80.